This data is from Reaction yield outcomes from USPTO patents with 853,638 reactions. The task is: Predict the reaction yield, written as a fraction of the theoretical maximum amount of product (1.0 means a 100% yield; for example, 0.34 means a 34% yield). (1) The product is [CH2:15]([O:14][CH2:13][CH2:12][CH2:11][CH2:10][CH2:9][C:8](=[O:22])[CH2:7][CH:32]=[CH:30][C:27]1[CH:26]=[N:25][C:24]([CH3:23])=[N:29][CH:28]=1)[C:16]1[CH:17]=[CH:18][CH:19]=[CH:20][CH:21]=1. The catalyst is C(OCC)(=O)C. The reactants are COP([CH2:7][C:8](=[O:22])[CH2:9][CH2:10][CH2:11][CH2:12][CH2:13][O:14][CH2:15][C:16]1[CH:21]=[CH:20][CH:19]=[CH:18][CH:17]=1)(=O)OC.[CH3:23][C:24]1[N:29]=[CH:28][C:27]([CH:30]=O)=[CH:26][N:25]=1.[C:32](=O)([O-])[O-].[K+].[K+].C1COCC1. The yield is 1.00. (2) The reactants are Br[C:2]1[C:3]([O:16][CH2:17][CH:18]([Cl:20])Cl)=[C:4]2[C:9](=[CH:10][CH:11]=1)[N:8]([C:12](=[O:14])[CH3:13])[C@@H:7]([CH3:15])[CH2:6][CH2:5]2.[CH:21]1([N:24]2[CH:28]=[C:27](B3OC(C)(C)C(C)(C)O3)[CH:26]=[N:25]2)[CH2:23][CH2:22]1.C(=O)([O-])[O-].[K+].[K+].O1CCOCC1. The catalyst is C1C=CC(P(C2C=CC=CC=2)[C-]2C=CC=C2)=CC=1.C1C=CC(P(C2C=CC=CC=2)[C-]2C=CC=C2)=CC=1.Cl[Pd]Cl.[Fe+2].O. The product is [Cl:20]/[CH:18]=[CH:17]/[O:16][C:3]1[C:2]([C:27]2[CH:26]=[N:25][N:24]([CH:21]3[CH2:23][CH2:22]3)[CH:28]=2)=[CH:11][CH:10]=[C:9]2[C:4]=1[CH2:5][CH2:6][C@H:7]([CH3:15])[N:8]2[C:12](=[O:14])[CH3:13]. The yield is 0.260. (3) The reactants are Br[CH:2]([C:8]([C:10]1[CH:15]=[C:14]([Cl:16])[CH:13]=[CH:12][C:11]=1[O:17][CH3:18])=O)[C:3]([O:5][CH2:6][CH3:7])=[O:4].[NH2:19][C:20]([NH2:22])=[S:21]. The catalyst is C(O)C. The product is [NH2:22][C:20]1[S:21][C:2]([C:3]([O:5][CH2:6][CH3:7])=[O:4])=[C:8]([C:10]2[CH:15]=[C:14]([Cl:16])[CH:13]=[CH:12][C:11]=2[O:17][CH3:18])[N:19]=1. The yield is 0.310. (4) The reactants are Cl[C:2]1[CH:7]=[C:6]([Cl:8])[N:5]=[C:4]([CH3:9])[N:3]=1.[N:10]1([CH2:16][CH2:17][OH:18])[CH2:15][CH2:14][NH:13][CH2:12][CH2:11]1.C(N(CC)C(C)C)(C)C. The catalyst is O1CCOCC1. The product is [Cl:8][C:6]1[N:5]=[C:4]([CH3:9])[N:3]=[C:2]([N:13]2[CH2:14][CH2:15][N:10]([CH2:16][CH2:17][OH:18])[CH2:11][CH2:12]2)[CH:7]=1. The yield is 0.830. (5) The reactants are Cl.[F:2][C:3]1[C:4]([N+:16]([O-])=O)=[C:5]([N:10]2[CH2:15][CH2:14][O:13][CH2:12][CH2:11]2)[CH:6]=[C:7]([F:9])[CH:8]=1. The catalyst is O1CCCC1.[Zn]. The product is [F:2][C:3]1[CH:8]=[C:7]([F:9])[CH:6]=[C:5]([N:10]2[CH2:15][CH2:14][O:13][CH2:12][CH2:11]2)[C:4]=1[NH2:16]. The yield is 0.540. (6) The reactants are [Br:1][C:2]1[CH:23]=[CH:22][C:5]2=[N:6][C:7]3[CH2:8][CH2:9][N:10]([C:15]([O:17][C:18]([CH3:21])([CH3:20])[CH3:19])=[O:16])[CH2:11][C:12]=3[C:13](Cl)=[C:4]2[CH:3]=1.Cl.[Cl:25][C:26]1[CH:27]=[C:28]([CH:31]=[CH:32][C:33]=1[O:34][CH3:35])[CH2:29][NH2:30].[Na+].[I-]. The catalyst is CN1C(=O)CCC1.CCOCC. The product is [Br:1][C:2]1[CH:23]=[CH:22][C:5]2=[N:6][C:7]3[CH2:8][CH2:9][N:10]([C:15]([O:17][C:18]([CH3:19])([CH3:21])[CH3:20])=[O:16])[CH2:11][C:12]=3[C:13]([NH:30][CH2:29][C:28]3[CH:31]=[CH:32][C:33]([O:34][CH3:35])=[C:26]([Cl:25])[CH:27]=3)=[C:4]2[CH:3]=1. The yield is 0.400. (7) The reactants are [CH3:1][O:2][C:3]([NH:5][C@H:6]([C:10]([N:12]1[C@@H:16]([CH3:17])[CH2:15][CH2:14][C@H:13]1[C:18]1[NH:22][C:21]2[C:23]3[C:28]([CH:29]=[CH:30][C:20]=2[N:19]=1)=[CH:27][C:26]1[C:31]2[C:36]([CH2:37][O:38][C:25]=1[CH:24]=3)=[CH:35][C:34]([C:39]1[NH:43][C:42]([C@@H:44]3[CH2:48][C@H:47]([CH2:49][O:50][CH3:51])[CH2:46][N:45]3[C:52]([O:54]C(C)(C)C)=O)=[N:41][CH:40]=1)=[CH:33][CH:32]=2)=[O:11])[CH:7]([CH3:9])[CH3:8])=[O:4].[CH3:59][O:60][C:61]([NH:63][C@H:64]([C:68]1[CH:73]=[CH:72][CH:71]=[CH:70][CH:69]=1)C(O)=O)=[O:62].CCOC(C(C#N)=NOC(N1CCOCC1)=[N+](C)C)=O.F[P-](F)(F)(F)(F)F.C(N(C(C)C)CC)(C)C. The catalyst is Cl.CCO. The product is [CH3:59][O:60][C:61]([NH:63][C@H:64]([C:68]1[CH:73]=[CH:72][CH:71]=[CH:70][CH:69]=1)[C:52]([N:45]1[CH2:46][C@@H:47]([CH2:49][O:50][CH3:51])[CH2:48][C@H:44]1[C:42]1[NH:43][C:39]([C:34]2[CH:35]=[C:36]3[CH2:37][O:38][C:25]4[CH:24]=[C:23]5[C:28]([CH:29]=[CH:30][C:20]6[N:19]=[C:18]([C@@H:13]7[CH2:14][CH2:15][C@H:16]([CH3:17])[N:12]7[C:10](=[O:11])[C@@H:6]([NH:5][C:3](=[O:4])[O:2][CH3:1])[CH:7]([CH3:9])[CH3:8])[NH:22][C:21]=65)=[CH:27][C:26]=4[C:31]3=[CH:32][CH:33]=2)=[CH:40][N:41]=1)=[O:54])=[O:62]. The yield is 0.390.